This data is from Full USPTO retrosynthesis dataset with 1.9M reactions from patents (1976-2016). The task is: Predict the reactants needed to synthesize the given product. (1) Given the product [CH:19]([N:18]1[C:14]([C:12]2[N:13]=[C:6]3[C:5]4[CH:22]=[CH:23][C:2]([C:32]5[CH:33]=[N:34][NH:35][CH:36]=5)=[CH:3][C:4]=4[O:10][CH2:9][CH2:8][N:7]3[CH:11]=2)=[N:15][CH:16]=[N:17]1)([CH3:21])[CH3:20], predict the reactants needed to synthesize it. The reactants are: Br[C:2]1[CH:23]=[CH:22][C:5]2[C:6]3[N:7]([CH:11]=[C:12]([C:14]4[N:18]([CH:19]([CH3:21])[CH3:20])[N:17]=[CH:16][N:15]=4)[N:13]=3)[CH2:8][CH2:9][O:10][C:4]=2[CH:3]=1.CC1(C)C(C)(C)OB([C:32]2[CH:33]=[N:34][NH:35][CH:36]=2)O1. (2) Given the product [C:1]([O:5][C:6]([N:8]1[CH2:14][CH2:13][CH2:12][N:11]([C:15]2[S:16][C:17]([C:20](=[O:28])[C:21]3[CH:26]=[CH:25][CH:24]=[N:23][C:22]=3[NH2:30])=[CH:18][N:19]=2)[CH2:10][CH2:9]1)=[O:7])([CH3:4])([CH3:3])[CH3:2], predict the reactants needed to synthesize it. The reactants are: [C:1]([O:5][C:6]([N:8]1[CH2:14][CH2:13][CH2:12][N:11]([C:15]2[S:16][C:17]([C:20](=[O:28])[C:21]3[CH:26]=[CH:25][CH:24]=[N:23][C:22]=3F)=[CH:18][N:19]=2)[CH2:10][CH2:9]1)=[O:7])([CH3:4])([CH3:3])[CH3:2].[OH-].[NH4+:30]. (3) Given the product [CH3:9][O:10][C:11]1[CH:16]=[CH:15][C:14]([CH:17]=[CH:18][C:3]2[S:7][C:6]([NH2:8])=[N:5][CH:4]=2)=[CH:13][CH:12]=1, predict the reactants needed to synthesize it. The reactants are: Br.Br[C:3]1[S:7][C:6]([NH2:8])=[N:5][CH:4]=1.[CH3:9][O:10][C:11]1[CH:16]=[CH:15][C:14](/[CH:17]=[CH:18]/B(O)O)=[CH:13][CH:12]=1.C([O-])([O-])=O.[Na+].[Na+]. (4) Given the product [CH3:20][C:16]1[NH:15][N:14]([C:11]2[N:12]=[CH:13][C:8]([NH:7][S:29]([C:25]3[CH:26]=[CH:27][CH:28]=[C:23]([O:22][CH3:21])[CH:24]=3)(=[O:31])=[O:30])=[CH:9][CH:10]=2)[C:18](=[O:19])[CH:17]=1, predict the reactants needed to synthesize it. The reactants are: N1C=CC=CC=1.[NH2:7][C:8]1[CH:9]=[CH:10][C:11]([N:14]2[C:18](=[O:19])[CH:17]=[C:16]([CH3:20])[NH:15]2)=[N:12][CH:13]=1.[CH3:21][O:22][C:23]1[CH:24]=[C:25]([S:29](Cl)(=[O:31])=[O:30])[CH:26]=[CH:27][CH:28]=1. (5) Given the product [Cl:63][C:60]1[CH:61]=[CH:62][C:57]([C:55]2[C:54]3[CH:64]=[C:65]([O:68][CH3:69])[CH:66]=[CH:67][C:53]=3[N:52]3[C:70]([CH3:73])=[N:71][N:72]=[C:51]3[C@H:50]([CH2:49][C:48]([NH:47][CH2:46][CH2:45][CH2:44][CH2:43][NH:42][C:5](=[O:7])[C:4]3[CH:8]=[CH:9][C:10]([OH:11])=[C:2]([OH:1])[CH:3]=3)=[O:74])[N:56]=2)=[CH:58][CH:59]=1, predict the reactants needed to synthesize it. The reactants are: [OH:1][C:2]1[CH:3]=[C:4]([CH:8]=[CH:9][C:10]=1[OH:11])[C:5]([OH:7])=O.CCN=C=NCCCN(C)C.CCN(C(C)C)C(C)C.C1C=CC2N(O)N=NC=2C=1.[NH2:42][CH2:43][CH2:44][CH2:45][CH2:46][NH:47][C:48](=[O:74])[CH2:49][C@@H:50]1[N:56]=[C:55]([C:57]2[CH:62]=[CH:61][C:60]([Cl:63])=[CH:59][CH:58]=2)[C:54]2[CH:64]=[C:65]([O:68][CH3:69])[CH:66]=[CH:67][C:53]=2[N:52]2[C:70]([CH3:73])=[N:71][N:72]=[C:51]12. (6) Given the product [F:31][C:32]1[CH:41]=[C:36]([C:37]([O:39][CH3:40])=[O:38])[C:35]([C:14]2[CH:15]=[CH:16][CH:17]=[CH:18][CH:19]=2)=[CH:34][CH:33]=1, predict the reactants needed to synthesize it. The reactants are: [CH:14]1(P([CH:14]2[CH2:19][CH2:18][CH2:17][CH2:16][CH2:15]2)[CH:14]2[CH2:19][CH2:18][CH2:17][CH2:16][CH2:15]2)[CH2:19][CH2:18][CH2:17][CH2:16][CH2:15]1.[F-].[K+].C1(B(O)O)C=CC=CC=1.[F:31][C:32]1[CH:33]=[CH:34][C:35](OS(C(F)(F)F)(=O)=O)=[C:36]([CH:41]=1)[C:37]([O:39][CH3:40])=[O:38]. (7) Given the product [Br:19][C:11]1[NH:10][N:9]=[C:8]([C:5]2[CH:4]=[CH:3][C:2]([F:1])=[CH:7][CH:6]=2)[C:12]=1[C:13]1[CH:18]=[CH:17][N:16]=[CH:15][CH:14]=1, predict the reactants needed to synthesize it. The reactants are: [F:1][C:2]1[CH:7]=[CH:6][C:5]([C:8]2[C:12]([C:13]3[CH:18]=[CH:17][N:16]=[CH:15][CH:14]=3)=[CH:11][NH:10][N:9]=2)=[CH:4][CH:3]=1.[Br:19]N1C(=O)CCC1=O.O.C(OCC)(=O)C. (8) Given the product [CH2:30]([O:29][C:16]1[CH:17]=[C:18]([O:21][CH2:22][C:23]2[CH:24]=[CH:25][CH:26]=[CH:27][CH:28]=2)[CH:19]=[CH:20][C:15]=1[CH:12]1[CH2:13][CH2:14][NH:9][CH2:10][CH2:11]1)[C:31]1[CH:32]=[CH:33][CH:34]=[CH:35][CH:36]=1, predict the reactants needed to synthesize it. The reactants are: [OH-].[Na+].O.C(OC([N:9]1[CH2:14][CH2:13][CH:12]([C:15]2[CH:20]=[CH:19][C:18]([O:21][CH2:22][C:23]3[CH:28]=[CH:27][CH:26]=[CH:25][CH:24]=3)=[CH:17][C:16]=2[O:29][CH2:30][C:31]2[CH:36]=[CH:35][CH:34]=[CH:33][CH:32]=2)[CH2:11][CH2:10]1)=O)C. (9) The reactants are: C1C=C(Cl)C=C(C(OO)=[O:9])C=1.[CH2:12]([N:14]1[C:20]2[N:21]=[CH:22][C:23]([CH2:25][CH2:26][O:27][C:28]3[C:37]4[C:32](=[CH:33][CH:34]=[CH:35][CH:36]=4)[N:31]=[CH:30][CH:29]=3)=[CH:24][C:19]=2[C:18](=[O:38])[N:17]([CH3:39])[C:16]2[CH:40]=[CH:41][CH:42]=[N:43][C:15]1=2)[CH3:13]. Given the product [CH2:12]([N:14]1[C:20]2[N:21]=[CH:22][C:23]([CH2:25][CH2:26][O:27][C:28]3[C:37]4[C:32](=[CH:33][CH:34]=[CH:35][CH:36]=4)[N+:31]([O-:9])=[CH:30][CH:29]=3)=[CH:24][C:19]=2[C:18](=[O:38])[N:17]([CH3:39])[C:16]2[CH:40]=[CH:41][CH:42]=[N:43][C:15]1=2)[CH3:13], predict the reactants needed to synthesize it.